The task is: Predict the product of the given reaction.. This data is from Forward reaction prediction with 1.9M reactions from USPTO patents (1976-2016). (1) Given the reactants [Cl:1][C:2]1[S:6][C:5]2[C:7]3([O:31][CH2:32][C:33]([F:35])([F:34])[C:4]=2[CH:3]=1)[CH2:12][CH2:11][N:10]([CH2:13][C:14]1[C:15]([C:26](OCC)=[O:27])=[N:16][N:17]([C:19]2[C:24]([F:25])=[CH:23][CH:22]=[CH:21][N:20]=2)[CH:18]=1)[CH2:9][CH2:8]3.[H-].C([Al+]CC(C)C)C(C)C.C1(C)C=CC=CC=1.CCCCCC, predict the reaction product. The product is: [Cl:1][C:2]1[S:6][C:5]2[C:7]3([O:31][CH2:32][C:33]([F:35])([F:34])[C:4]=2[CH:3]=1)[CH2:8][CH2:9][N:10]([CH2:13][C:14]1[C:15]([CH2:26][OH:27])=[N:16][N:17]([C:19]2[C:24]([F:25])=[CH:23][CH:22]=[CH:21][N:20]=2)[CH:18]=1)[CH2:11][CH2:12]3. (2) Given the reactants C1(P(C2CCCCC2)C2CCCCC2)CCCCC1.C([O-])(=O)C.[K+].[B:34]1([B:34]2[O:38][C:37]([CH3:40])([CH3:39])[C:36]([CH3:42])([CH3:41])[O:35]2)[O:38][C:37]([CH3:40])([CH3:39])[C:36]([CH3:42])([CH3:41])[O:35]1.N#N.Br[C:46]1[CH:47]=[N:48][CH:49]=[C:50]([CH:56]=1)[C:51]([O:53][CH2:54][CH3:55])=[O:52], predict the reaction product. The product is: [CH3:40][C:37]1([CH3:39])[C:36]([CH3:41])([CH3:42])[O:35][B:34]([C:46]2[CH:56]=[C:50]([C:51]([O:53][CH2:54][CH3:55])=[O:52])[CH:49]=[N:48][CH:47]=2)[O:38]1.